From a dataset of Ames mutagenicity test results for genotoxicity prediction. Regression/Classification. Given a drug SMILES string, predict its toxicity properties. Task type varies by dataset: regression for continuous values (e.g., LD50, hERG inhibition percentage) or binary classification for toxic/non-toxic outcomes (e.g., AMES mutagenicity, cardiotoxicity, hepatotoxicity). Dataset: ames. (1) The compound is O=[N+]([O-])c1cccc(CO)c1. The result is 0 (non-mutagenic). (2) The drug is CCCCN(CCCC)CCCC. The result is 0 (non-mutagenic). (3) The drug is O=C1NCCN1c1nccs1. The result is 1 (mutagenic). (4) The compound is CC(=O)c1ccc(N=O)cc1. The result is 1 (mutagenic). (5) The compound is Oc1ccc(O)c2c(O)c3ccccc3c(O)c12. The result is 1 (mutagenic). (6) The molecule is CC/C=C/C=C/C=C/C=C/C=C/OCCCO. The result is 1 (mutagenic). (7) The molecule is O=C1NC(=O)c2cc([N+](=O)[O-])ccc21. The result is 1 (mutagenic).